Dataset: Catalyst prediction with 721,799 reactions and 888 catalyst types from USPTO. Task: Predict which catalyst facilitates the given reaction. Reactant: [N:1]([C:4]1[CH:17]=[CH:16][C:7]([O:8][CH2:9][CH2:10][N:11]2[CH2:15][CH2:14][CH2:13][CH2:12]2)=[CH:6][CH:5]=1)=[C:2]=[S:3].[N:18]#[C:19][NH2:20].CC(C)([O-:24])C.[K+].Br[CH2:28][C:29]([C:31]1[CH:36]=[CH:35][CH:34]=[C:33]([F:37])[CH:32]=1)=[O:30]. Product: [C:7]([OH:24])(=[O:8])[CH3:16].[NH2:18][C:19]1[N:20]=[C:2]([NH:1][C:4]2[CH:5]=[CH:6][C:7]([O:8][CH2:9][CH2:10][N:11]3[CH2:12][CH2:13][CH2:14][CH2:15]3)=[CH:16][CH:17]=2)[S:3][C:28]=1[C:29]([C:31]1[CH:36]=[CH:35][CH:34]=[C:33]([F:37])[CH:32]=1)=[O:30]. The catalyst class is: 47.